Dataset: Catalyst prediction with 721,799 reactions and 888 catalyst types from USPTO. Task: Predict which catalyst facilitates the given reaction. (1) Reactant: [CH:1]1[C:11]2[CH2:10][C:9]3([CH2:15][CH2:14][CH:13]([N:16]4[CH2:20][CH2:19][CH:18]([C:21]([O:23]C)=[O:22])[CH2:17]4)[CH2:12]3)[C:8]3[CH:25]=[CH:26][CH:27]=[CH:28][C:7]=3[CH2:6][C:5]=2[CH:4]=[CH:3][CH:2]=1.[OH-].[K+]. Product: [CH:1]1[C:11]2[CH2:10][C:9]3([CH2:15][CH2:14][CH:13]([N:16]4[CH2:20][CH2:19][CH:18]([C:21]([OH:23])=[O:22])[CH2:17]4)[CH2:12]3)[C:8]3[CH:25]=[CH:26][CH:27]=[CH:28][C:7]=3[CH2:6][C:5]=2[CH:4]=[CH:3][CH:2]=1. The catalyst class is: 24. (2) Reactant: [CH3:1][C:2]([CH3:15])([CH3:14])[CH:3]=[CH:4][C:5]1[CH:13]=[CH:12][C:8]([C:9]([OH:11])=O)=[CH:7][CH:6]=1.C(Cl)(=O)C(Cl)=O.[CH3:22][O:23][C:24]1[CH:29]=[CH:28][CH:27]=[C:26]([NH2:30])[CH:25]=1. Product: [CH3:14][C:2]([CH3:1])([CH3:15])/[CH:3]=[CH:4]/[C:5]1[CH:6]=[CH:7][C:8]([C:9]([NH:30][C:26]2[CH:27]=[CH:28][CH:29]=[C:24]([O:23][CH3:22])[CH:25]=2)=[O:11])=[CH:12][CH:13]=1. The catalyst class is: 329. (3) Reactant: [CH2:1]([C:9]1[CH:14]=[CH:13][C:12]([CH2:15][CH2:16][C:17]2[CH:22]=[CH:21][CH:20]=[CH:19][CH:18]=2)=[CH:11][CH:10]=1)[CH2:2][C:3]1[CH:8]=[CH:7][CH:6]=[CH:5][CH:4]=1. Product: [CH2:1]([C:17]1([CH2:16][CH2:15][C:12]2[CH:13]=[CH:14][C:9]([CH2:1][CH2:2][C:3]3[CH:4]=[CH:5][CH:6]=[CH:7][CH:8]=3)=[CH:10][CH:11]=2)[CH:22]=[CH:21][CH:20]=[CH:19][CH2:18]1)[CH2:2][C:3]1[CH:8]=[CH:7][CH:6]=[CH:5][CH:4]=1. The catalyst class is: 26. (4) Reactant: C([O:3][C:4](=[O:26])[CH2:5][N:6]1[C:14]2[CH2:13][CH2:12][N:11]([C:15]([O:17][C:18]([CH3:21])([CH3:20])[CH3:19])=[O:16])[CH2:10][C:9]=2[C:8]([C:22]([F:25])([F:24])[F:23])=[N:7]1)C.[OH-].[Na+]. Product: [C:18]([O:17][C:15]([N:11]1[CH2:12][CH2:13][C:14]2[N:6]([CH2:5][C:4]([OH:26])=[O:3])[N:7]=[C:8]([C:22]([F:24])([F:25])[F:23])[C:9]=2[CH2:10]1)=[O:16])([CH3:21])([CH3:19])[CH3:20]. The catalyst class is: 8. (5) Product: [Cl:1][C:2]1[N:3]=[C:4]([N:13]2[CH2:14][CH2:15][O:16][CH2:17][CH2:18]2)[C:5]2[S:10][C:9]([CH2:11][O:12][CH3:21])=[CH:8][C:6]=2[N:7]=1. Reactant: [Cl:1][C:2]1[N:3]=[C:4]([N:13]2[CH2:18][CH2:17][O:16][CH2:15][CH2:14]2)[C:5]2[S:10][C:9]([CH2:11][OH:12])=[CH:8][C:6]=2[N:7]=1.[H-].[Na+].[CH3:21]I. The catalyst class is: 3. (6) Reactant: [F-].C([N+](CCCC)(CCCC)CCCC)CCC.[C:19]([O:23][C:24]([N:26]1[C@H:30]([CH:31]=[O:32])[CH2:29][O:28][C:27]1([CH3:34])[CH3:33])=[O:25])([CH3:22])([CH3:21])[CH3:20].[F:35][C:36]1[CH:41]=[C:40]([CH2:42][CH2:43][N+:44]([O-:46])=[O:45])[CH:39]=[C:38]([F:47])[CH:37]=1. Product: [C:19]([O:23][C:24]([N:26]1[C@@H:30]([C@@H:31]([OH:32])[C@@H:43]([N+:44]([O-:46])=[O:45])[CH2:42][C:40]2[CH:41]=[C:36]([F:35])[CH:37]=[C:38]([F:47])[CH:39]=2)[CH2:29][O:28][C:27]1([CH3:34])[CH3:33])=[O:25])([CH3:22])([CH3:21])[CH3:20]. The catalyst class is: 7. (7) Reactant: C([NH:5][S:6]([C:9]1[CH:10]=[CH:11][C:12]([O:35]C)=[C:13]([C:15]2[C:20]([O:21]COCCOC)=[C:19]([CH:28]=O)[CH:18]=[C:17]([CH2:30][C:31]([O:33]C)=[O:32])[CH:16]=2)[CH:14]=1)(=[O:8])=[O:7])(C)(C)C.Cl.[NH2:38][C:39]1[CH:40]=[C:41]([CH:45]=[CH:46][C:47]=1[NH2:48])[C:42]([NH2:44])=[NH:43].C1(=O)C=CC(=O)C=C1.Cl.N1C=CC=CC=1. Product: [C:42]([C:41]1[CH:45]=[CH:46][C:47]2[NH:48][C:28]([C:19]3[CH:18]=[C:17]([CH2:30][C:31]([OH:33])=[O:32])[CH:16]=[C:15]([C:13]4[CH:14]=[C:9]([S:6](=[O:7])(=[O:8])[NH2:5])[CH:10]=[CH:11][C:12]=4[OH:35])[C:20]=3[OH:21])=[N:38][C:39]=2[CH:40]=1)(=[NH:43])[NH2:44]. The catalyst class is: 5. (8) The catalyst class is: 19. Reactant: [NH2:1][C:2]1[C:7]([N+:8]([O-])=O)=[CH:6][C:5]([C:11]2[CH:16]=[CH:15][CH:14]=[CH:13][CH:12]=2)=[CH:4][N:3]=1. Product: [NH2:1][C:2]1[C:7]([NH2:8])=[CH:6][C:5]([C:11]2[CH:16]=[CH:15][CH:14]=[CH:13][CH:12]=2)=[CH:4][N:3]=1. (9) Reactant: [C:1]([C:4]1[CH:5]=[C:6]([CH:13]=[CH:14][CH:15]=1)[C:7]([N:10]=C=O)([CH3:9])[CH3:8])(=[O:3])[CH3:2]. Product: [C:1]([C:4]1[CH:5]=[C:6]([CH:13]=[CH:14][CH:15]=1)[C:7]([NH2:10])([CH3:9])[CH3:8])(=[O:3])[CH3:2]. The catalyst class is: 33.